From a dataset of Catalyst prediction with 721,799 reactions and 888 catalyst types from USPTO. Predict which catalyst facilitates the given reaction. (1) Reactant: [H-].[Na+].[CH3:3][S:4]([NH2:7])(=[O:6])=[O:5].[CH3:8][C:9]1([CH3:41])[CH2:18][C:17]2[C:12](=[CH:13][CH:14]=[C:15]([C:19](O)=[O:20])[CH:16]=2)[NH:11][CH:10]1[C:22]1[CH:27]=[CH:26][CH:25]=[C:24]([N:28]2[CH2:33][CH2:32][N:31]([C:34]3[CH:39]=[CH:38][CH:37]=[CH:36][C:35]=3[CH3:40])[CH2:30][CH2:29]2)[CH:23]=1.C(N1C=CN=C1)(N1C=CN=C1)=O. Product: [CH3:8][C:9]1([CH3:41])[CH2:18][C:17]2[C:12](=[CH:13][CH:14]=[C:15]([C:19]([NH:7][S:4]([CH3:3])(=[O:6])=[O:5])=[O:20])[CH:16]=2)[NH:11][CH:10]1[C:22]1[CH:27]=[CH:26][CH:25]=[C:24]([N:28]2[CH2:29][CH2:30][N:31]([C:34]3[CH:39]=[CH:38][CH:37]=[CH:36][C:35]=3[CH3:40])[CH2:32][CH2:33]2)[CH:23]=1. The catalyst class is: 9. (2) Reactant: [NH2:1][C:2]1[C:7]([NH2:8])=[CH:6][C:5]([N+:9]([O-:11])=[O:10])=[CH:4][N:3]=1.[CH:12](=O)[C:13]1[CH:18]=[CH:17][CH:16]=[CH:15][CH:14]=1. Product: [N+:9]([C:5]1[CH:6]=[C:7]2[N:8]=[C:12]([C:13]3[CH:18]=[CH:17][CH:16]=[CH:15][CH:14]=3)[NH:1][C:2]2=[N:3][CH:4]=1)([O-:11])=[O:10]. The catalyst class is: 641.